From a dataset of Blood-brain barrier permeability classification from the B3DB database. Regression/Classification. Given a drug SMILES string, predict its absorption, distribution, metabolism, or excretion properties. Task type varies by dataset: regression for continuous measurements (e.g., permeability, clearance, half-life) or binary classification for categorical outcomes (e.g., BBB penetration, CYP inhibition). Dataset: b3db_classification. (1) The drug is CCCC(=O)Nc1c(I)cc(I)c(CC(CC)C(=O)O)c1I. The result is 0 (does not penetrate BBB). (2) The compound is NC(=O)OCC(COC(N)=O)c1ccccc1. The result is 1 (penetrates BBB).